Dataset: Reaction yield outcomes from USPTO patents with 853,638 reactions. Task: Predict the reaction yield, written as a fraction of the theoretical maximum amount of product (1.0 means a 100% yield; for example, 0.34 means a 34% yield). (1) The yield is 0.870. The reactants are [C:1]([O:5][C:6]([N:8]1[CH2:13][CH2:12][C:11](Br)([CH:14]([Br:25])[C:15]2[CH:20]=[CH:19][C:18]([C:21]([O:23]C)=[O:22])=[CH:17][CH:16]=2)[CH2:10][CH2:9]1)=[O:7])([CH3:4])([CH3:3])[CH3:2]. The product is [C:1]([O:5][C:6]([N:8]1[CH2:13][CH2:12][C:11](=[C:14]([Br:25])[C:15]2[CH:20]=[CH:19][C:18]([C:21]([OH:23])=[O:22])=[CH:17][CH:16]=2)[CH2:10][CH2:9]1)=[O:7])([CH3:4])([CH3:2])[CH3:3]. The catalyst is CO.[OH-].[Na+]. (2) The reactants are Br[C:2]1[CH:7]=[C:6]([S:8]([CH3:11])(=[O:10])=[O:9])[CH:5]=[CH:4][C:3]=1[O:12][CH2:13][CH:14]1[CH2:16][CH2:15]1.[CH3:17][N:18]1[CH:27]=[C:26](B2OC(C)(C)C(C)(C)O2)[C:25]2[C:20](=[CH:21][CH:22]=[C:23]([C:37]3[CH:38]=[N:39][N:40]([CH3:42])[CH:41]=3)[CH:24]=2)[C:19]1=[O:43].C([O-])(O)=O.[Na+]. The catalyst is O1CCOCC1.O.C1C=CC(P(C2C=CC=CC=2)[C-]2C=CC=C2)=CC=1.C1C=CC(P(C2C=CC=CC=2)[C-]2C=CC=C2)=CC=1.Cl[Pd]Cl.[Fe+2]. The product is [CH:14]1([CH2:13][O:12][C:3]2[CH:4]=[CH:5][C:6]([S:8]([CH3:11])(=[O:10])=[O:9])=[CH:7][C:2]=2[C:26]2[C:25]3[C:20](=[CH:21][CH:22]=[C:23]([C:37]4[CH:38]=[N:39][N:40]([CH3:42])[CH:41]=4)[CH:24]=3)[C:19](=[O:43])[N:18]([CH3:17])[CH:27]=2)[CH2:16][CH2:15]1. The yield is 0.280. (3) The reactants are Br[CH2:2][C:3]([C:5]1[CH:6]=[N:7][C:8]([C:11]2[CH:16]=[CH:15][CH:14]=[CH:13][CH:12]=2)=[N:9][CH:10]=1)=O.[C:17]([NH2:25])(=[S:24])[C:18]1[CH:23]=[CH:22][CH:21]=[CH:20][CH:19]=1. The catalyst is C(O)C. The product is [C:18]1([C:17]2[S:24][CH:2]=[C:3]([C:5]3[CH:6]=[N:7][C:8]([C:11]4[CH:16]=[CH:15][CH:14]=[CH:13][CH:12]=4)=[N:9][CH:10]=3)[N:25]=2)[CH:23]=[CH:22][CH:21]=[CH:20][CH:19]=1. The yield is 0.460. (4) The reactants are Cl[C:2]1[N:7]=[C:6]([NH:8][CH:9]2[CH2:13][CH2:12][CH2:11][CH2:10]2)[C:5]([N+:14]([O-:16])=[O:15])=[CH:4][N:3]=1.[NH2:17][C:18]1[CH:23]=[CH:22][N:21]=[CH:20][CH:19]=1. The catalyst is CS(C)=O.O.N. The product is [CH:9]1([NH:8][C:6]2[C:5]([N+:14]([O-:16])=[O:15])=[CH:4][N:3]=[C:2]([NH:17][C:18]3[CH:23]=[CH:22][N:21]=[CH:20][CH:19]=3)[N:7]=2)[CH2:13][CH2:12][CH2:11][CH2:10]1. The yield is 0.440. (5) The catalyst is ClCCl. The yield is 0.510. The reactants are [CH2:1]([O:8][C:9](=[O:33])[C@@H:10]([NH:20][C:21](=[O:32])[C@@H:22]([NH:24]C(OC(C)(C)C)=O)[CH3:23])[CH2:11][C:12]1[CH:17]=[CH:16][C:15]([O:18][CH3:19])=[CH:14][CH:13]=1)[C:2]1[CH:7]=[CH:6][CH:5]=[CH:4][CH:3]=1.FC(F)(F)C(O)=O.C(N(CC)C(C)C)(C)C.[C:50]1([S:56](Cl)(=[O:58])=[O:57])[CH:55]=[CH:54][CH:53]=[CH:52][CH:51]=1. The product is [CH2:1]([O:8][C:9](=[O:33])[C@@H:10]([NH:20][C:21](=[O:32])[C@@H:22]([NH:24][S:56]([C:50]1[CH:55]=[CH:54][CH:53]=[CH:52][CH:51]=1)(=[O:58])=[O:57])[CH3:23])[CH2:11][C:12]1[CH:17]=[CH:16][C:15]([O:18][CH3:19])=[CH:14][CH:13]=1)[C:2]1[CH:7]=[CH:6][CH:5]=[CH:4][CH:3]=1. (6) The reactants are [Cl:1][C:2]1[CH:11]=[C:10]2[C:5]([CH:6]=[C:7](C(O)=O)[N:8]=[CH:9]2)=[CH:4][N:3]=1.[C:15]([OH:19])([CH3:18])([CH3:17])[CH3:16].C([N:23]([CH2:27]C)C(C)C)(C)C.C1C=CC([O:35]P(OC2C=CC=CC=2)(N=[N+]=[N-])=O)=CC=1. The catalyst is C1(C)C=CC=CC=1.C(OCC)(=O)C. The product is [Cl:1][C:2]1[CH:11]=[C:10]2[C:5]([CH:6]=[C:7]([NH:23][C:27](=[O:35])[O:19][C:15]([CH3:18])([CH3:17])[CH3:16])[N:8]=[CH:9]2)=[CH:4][N:3]=1. The yield is 0.830. (7) The yield is 0.290. The reactants are C(OCC(Cl)(Cl)Cl)=O.ClC(Cl)(Cl)C[O:12][C:13](=O)[NH:14][C:15]1[CH:20]=[C:19]([N:21]2[CH2:25][CH:24]([C:26]3[CH:31]=[CH:30][CH:29]=[CH:28][CH:27]=3)[O:23][C:22]2=[O:32])[CH:18]=[CH:17][N:16]=1.ClC(Cl)(Cl)COC(N(C1C=C(N2CC(C3C=CC=CC=3)OC2=O)C=CN=1)C(OCC(Cl)(Cl)Cl)=O)=O.[N:71]1[CH:76]=[CH:75][CH:74]=[CH:73][C:72]=1[CH2:77][NH2:78].C(N(C(C)C)CC)(C)C. The catalyst is CN(C=O)C.O. The product is [O:32]=[C:22]1[N:21]([C:19]2[CH:18]=[CH:17][N:16]=[C:15]([NH:14][C:13]([NH:78][CH2:77][C:72]3[CH:73]=[CH:74][CH:75]=[CH:76][N:71]=3)=[O:12])[CH:20]=2)[CH2:25][CH:24]([C:26]2[CH:27]=[CH:28][CH:29]=[CH:30][CH:31]=2)[O:23]1. (8) The reactants are [CH3:1][O:2][C:3]([C:5]1[N:14]([C:15]([O:17][C:18]([CH3:21])([CH3:20])[CH3:19])=[O:16])[C:8]2=[CH:9][N:10]=[CH:11][C:12](Br)=[C:7]2[CH:6]=1)=[O:4].C(=O)([O-])[O-].[Cs+].[Cs+].[C:28]1([C:34]2[CH:40]=[CH:39][C:37]([NH2:38])=[CH:36][CH:35]=2)[CH:33]=[CH:32][CH:31]=[CH:30][CH:29]=1.CC1(C)C2C(=C(P(C3C=CC=CC=3)C3C=CC=CC=3)C=CC=2)OC2C(P(C3C=CC=CC=3)C3C=CC=CC=3)=CC=CC1=2. The catalyst is C1C=CC(/C=C/C(/C=C/C2C=CC=CC=2)=O)=CC=1.C1C=CC(/C=C/C(/C=C/C2C=CC=CC=2)=O)=CC=1.C1C=CC(/C=C/C(/C=C/C2C=CC=CC=2)=O)=CC=1.[Pd].[Pd].O1CCOCC1. The product is [CH3:1][O:2][C:3]([C:5]1[N:14]([C:15]([O:17][C:18]([CH3:21])([CH3:20])[CH3:19])=[O:16])[C:8]2=[CH:9][N:10]=[CH:11][C:12]([NH:38][C:37]3[CH:36]=[CH:35][C:34]([C:28]4[CH:33]=[CH:32][CH:31]=[CH:30][CH:29]=4)=[CH:40][CH:39]=3)=[C:7]2[CH:6]=1)=[O:4]. The yield is 0.440.